Task: Predict the reactants needed to synthesize the given product.. Dataset: Full USPTO retrosynthesis dataset with 1.9M reactions from patents (1976-2016) (1) Given the product [C:4]1([N:7]2[CH2:8][CH2:9][N:10]([C:14]([NH:13][C:16](=[O:17])[O:18][CH2:19][CH3:20])=[S:15])[CH2:11][CH2:12]2)[CH:3]=[CH:2][CH:1]=[CH:6][CH:5]=1, predict the reactants needed to synthesize it. The reactants are: [CH:1]1[CH:2]=[CH:3][C:4]([N:7]2[CH2:12][CH2:11][NH:10][CH2:9][CH2:8]2)=[CH:5][CH:6]=1.[N:13]([C:16]([O:18][CH2:19][CH3:20])=[O:17])=[C:14]=[S:15]. (2) Given the product [CH3:20][O:3][C@@H:2]1[C@H:4]([OH:5])[C@@H:6]([CH2:7][OH:8])[O:9][C@H:1]1[N:10]1[CH:17]=[CH:16][C:14](=[O:15])[NH:13][C:11]1=[O:12], predict the reactants needed to synthesize it. The reactants are: [C@@H:1]1([N:10]2[CH:17]=[CH:16][C:14](=[O:15])[NH:13][C:11]2=[O:12])[O:9][C@H:6]([CH2:7][OH:8])[C@@H:4]([OH:5])[C@H:2]1[OH:3].[N+](=[CH2:20])=[N-]. (3) Given the product [CH:12]([CH:13]1[CH2:4][CH:5]([CH3:9])[C:6](=[O:7])[CH:8]=[CH:14]1)([CH3:17])[CH3:11], predict the reactants needed to synthesize it. The reactants are: C(O[C:4](=O)[CH:5]([CH3:9])[C:6]([CH3:8])=[O:7])C.[CH3:11][CH:12]([CH3:17])[C:13](=C)[CH:14]=O. (4) Given the product [CH3:1][O:2][C:3]([C@H:5]1[N:9]2[C:10](=[O:31])[C:11]([NH:28][CH:29]=[O:30])=[C:12]([CH2:17][C:18]3[C:27]4[C:22](=[CH:23][CH:24]=[CH:25][CH:26]=4)[CH:21]=[CH:20][CH:19]=3)[C:13]([C:14]3[CH:16]=[CH:37][CH:36]=[CH:34][CH:15]=3)=[C:8]2[S:7][CH2:6]1)=[O:4], predict the reactants needed to synthesize it. The reactants are: [CH3:1][O:2][C:3]([C@H:5]1[N:9]2[C:10](=[O:31])[C:11]([NH:28][CH:29]=[O:30])=[C:12]([CH2:17][C:18]3[C:27]4[C:22](=[CH:23][CH:24]=[CH:25][CH:26]=4)[CH:21]=[CH:20][CH:19]=3)[C:13]([CH:14]3[CH2:16][CH2:15]3)=[C:8]2[S:7][CH2:6]1)=[O:4].CO[C:34]([C@H:36]1N2C(=O)C(N)=C(CC3C4C(=CC=CC=4)C=CC=3)C(C3C=CC=CC=3)=C2S[CH2:37]1)=O.C(CC(OC(=O)CC=O)=O)=O.